This data is from Catalyst prediction with 721,799 reactions and 888 catalyst types from USPTO. The task is: Predict which catalyst facilitates the given reaction. (1) Reactant: CN(C=O)C.[CH:6]([NH:10][C:11]1[CH:12]=[C:13]([N:20]([CH2:28][CH:29]2[CH2:34][CH2:33][O:32][CH2:31][CH2:30]2)[C:21](=[O:27])[O:22][C:23]([CH3:26])([CH3:25])[CH3:24])[C:14]2[N:15]([CH:17]=[CH:18][N:19]=2)[N:16]=1)([CH2:8][CH3:9])[CH3:7].C1C(=O)N([I:42])C(=O)C1.OS([O-])=O.[Na+]. Product: [CH:6]([NH:10][C:11]1[CH:12]=[C:13]([N:20]([CH2:28][CH:29]2[CH2:30][CH2:31][O:32][CH2:33][CH2:34]2)[C:21](=[O:27])[O:22][C:23]([CH3:25])([CH3:26])[CH3:24])[C:14]2[N:15]([C:17]([I:42])=[CH:18][N:19]=2)[N:16]=1)([CH2:8][CH3:9])[CH3:7]. The catalyst class is: 13. (2) Reactant: Br[CH2:2][C:3]1[CH:12]=[CH:11][C:10]2[C:5](=[CH:6][CH:7]=[C:8]([N+:13]([O-:15])=[O:14])[CH:9]=2)[N:4]=1.CCN(C(C)C)C(C)C.[C:25]1([CH:31]2[CH2:36][CH2:35][NH:34][CH2:33][CH2:32]2)[CH:30]=[CH:29][CH:28]=[CH:27][CH:26]=1. Product: [N+:13]([C:8]1[CH:9]=[C:10]2[C:5](=[CH:6][CH:7]=1)[N:4]=[C:3]([CH2:2][N:34]1[CH2:35][CH2:36][CH:31]([C:25]3[CH:30]=[CH:29][CH:28]=[CH:27][CH:26]=3)[CH2:32][CH2:33]1)[CH:12]=[CH:11]2)([O-:15])=[O:14]. The catalyst class is: 1.